From a dataset of Experimentally validated miRNA-target interactions with 360,000+ pairs, plus equal number of negative samples. Binary Classification. Given a miRNA mature sequence and a target amino acid sequence, predict their likelihood of interaction. (1) The miRNA is hsa-miR-6832-3p with sequence ACCCUUUUUCUCUUUCCCAG. The protein sequence of the target gene is MSLRNRLSKSGENPEQDEAQKNFMDTYRNGHITMKQLIAKKRLLAAEAEELKPLFMKEVGCHFDDFVTNLIEKSASLDNGGCALTTFSILEEMKKNHRAKDLRAPPEQGKIFISRQSLLDELFEVDHIRTIYHMFIALLILFVLSTIVVDYIDEGRLVLEFNLLAYAFGKFPTVIWTWWAMFLSTLSIPYFLFQRWAHGYSKSSHPLIYSLVHGLLFLVFQLGVLGFVPTYVVLAYTLPPASRFILILEQIRLIMKAHSFVRENIPRVLNAAKEKSSKDPLPTVNQYLYFLFAPTLIYRD.... Result: 0 (no interaction). (2) The miRNA is ath-miR775 with sequence UUCGAUGUCUAGCAGUGCCA. The protein sequence of the target gene is MRAQRGLILLLLLLAVFCSTAVSLKCYNCLDPVSSCKINTTCSPNLDSCLYAVAGRQVYQQCWKLSDCNSNYIMSRLDVAGIQSKCCQWDLCNKNLDGLEEPNNAETSSLRKTALLGTSVLVAILKFCF. Result: 0 (no interaction). (3) The miRNA is ath-miR167b with sequence UGAAGCUGCCAGCAUGAUCUA. The protein sequence of the target gene is MTMSSFLINSNYIEPKFPPFEEYAQHSGSGGADGGPGGGPGYQQPPAPPTQHLPLQQPQLPHAGGGREPTASYYAPRTAREPAYPAAALYPAHGAADTAYPYGYRGGASPGRPPQPEQPPAQAKGPAHGLHASHVLQPQLPPPLQPRAVPPAAPRRCEAAPATPGVPAGGSAPACPLLLADKSPLGLKGKEPVVYPWMKKIHVSAVNPSYNGGEPKRSRTAYTRQQVLELEKEFHFNRYLTRRRRIEIAHTLCLSERQVKIWFQNRRMKWKKDHKLPNTKMRSSNSASASAGPPGKAQTQ.... Result: 0 (no interaction). (4) The miRNA is hsa-miR-4501 with sequence UAUGUGACCUCGGAUGAAUCA. The protein sequence of the target gene is MDYPTLLLALLHVYRALCEEVLWHTSVPFAENMSLECVYPSMGILTQVEWFKIGTQQDSIAIFSPTHGMVIRKPYAERVYFLNSTMASNNMTLFFRNASEDDVGYYSCSLYTYPQGTWQKVIQVVQSDSFEAAVPSNSHIVSEPGKNVTLTCQPQMTWPVQAVRWEKIQPRQIDLLTYCNLVHGRNFTSKFPRQIVSNCSHGRWSVIVIPDVTVSDSGLYRCYLQASAGENETFVMRLTVAEGKTDNQYTLFVAGGTVLLLLFVISITTIIVIFLNRRRRRERRDLFTESWDTQKAPNNY.... Result: 0 (no interaction). (5) The miRNA is hsa-miR-30c-5p with sequence UGUAAACAUCCUACACUCUCAGC. The protein sequence of the target gene is MSGRGKQGGKARAKAKSRSSRAGLQFPVGRVHRLLRKGNYSERVGAGAPVYLAAVLEYLTAEILELAGNAARDNKKTRIIPRHLQLAIRNDEELNKLLGRVTIAQGGVLPNIQAVLLPKKTESHHKAKGK. Result: 0 (no interaction).